Predict the product of the given reaction. From a dataset of Forward reaction prediction with 1.9M reactions from USPTO patents (1976-2016). (1) Given the reactants C(OC([C@@H]1C[C@H]1C1C=CC(N)=CC=1)=O)C.FC(F)(F)C1C=C(OC2C=C(C=CC=2)C=O)C=CC=1.C(O[BH-](OC(=O)C)OC(=O)C)(=O)C.[Na+].[F:49][C:50]([F:81])([F:80])[C:51]1[CH:52]=[C:53]([O:57][C:58]2[CH:59]=[C:60]([CH2:64][NH:65][C:66]3[CH:71]=[CH:70][C:69]([CH:72]4[CH2:74][CH:73]4[C:75]([O:77]CC)=[O:76])=[CH:68][CH:67]=3)[CH:61]=[CH:62][CH:63]=2)[CH:54]=[CH:55][CH:56]=1.[OH-].[Na+].Cl, predict the reaction product. The product is: [F:49][C:50]([F:80])([F:81])[C:51]1[CH:52]=[C:53]([O:57][C:58]2[CH:59]=[C:60]([CH2:64][NH:65][C:66]3[CH:71]=[CH:70][C:69]([C@@H:72]4[CH2:74][C@H:73]4[C:75]([OH:77])=[O:76])=[CH:68][CH:67]=3)[CH:61]=[CH:62][CH:63]=2)[CH:54]=[CH:55][CH:56]=1. (2) Given the reactants C(OC([N:8]1[CH2:12][C@@H:11]([CH2:13][N:14]([CH:31]([CH3:33])[CH3:32])[C:15](=[O:30])[C:16]2[CH:21]=[CH:20][C:19]([O:22][CH3:23])=[C:18]([O:24][CH2:25][CH2:26][CH2:27][O:28][CH3:29])[CH:17]=2)[C@H:10]([NH2:34])[CH2:9]1)=O)(C)(C)C.[Cl:35][C:36]1[CH:41]=[CH:40][C:39]([CH2:42][S:43](Cl)(=[O:45])=[O:44])=[CH:38][CH:37]=1.CC#N.O.CC#N, predict the reaction product. The product is: [Cl:35][C:36]1[CH:37]=[CH:38][C:39]([CH2:42][S:43]([NH:34][C@@H:10]2[CH2:9][NH:8][CH2:12][C@H:11]2[CH2:13][N:14]([CH:31]([CH3:32])[CH3:33])[C:15](=[O:30])[C:16]2[CH:21]=[CH:20][C:19]([O:22][CH3:23])=[C:18]([O:24][CH2:25][CH2:26][CH2:27][O:28][CH3:29])[CH:17]=2)(=[O:45])=[O:44])=[CH:40][CH:41]=1. (3) Given the reactants S(Cl)([Cl:3])=O.[F:5][C:6]1[CH:34]=[CH:33][CH:32]=[CH:31][C:7]=1[O:8][C:9]1[N:10]=[CH:11][C:12]2[N:17]=[C:16]([C:18]3[CH:28]=[C:27]([CH3:29])[C:21]([O:22][CH2:23][C:24](O)=[O:25])=[C:20]([CH3:30])[CH:19]=3)[O:15][C:13]=2[N:14]=1, predict the reaction product. The product is: [F:5][C:6]1[CH:34]=[CH:33][CH:32]=[CH:31][C:7]=1[O:8][C:9]1[N:10]=[CH:11][C:12]2[N:17]=[C:16]([C:18]3[CH:28]=[C:27]([CH3:29])[C:21]([O:22][CH2:23][C:24]([Cl:3])=[O:25])=[C:20]([CH3:30])[CH:19]=3)[O:15][C:13]=2[N:14]=1.